From a dataset of Forward reaction prediction with 1.9M reactions from USPTO patents (1976-2016). Predict the product of the given reaction. (1) Given the reactants Cl.[NH2:2][CH2:3][C:4]1[CH:9]=[C:8]([F:10])[C:7]([NH:11][S:12]([CH3:15])(=[O:14])=[O:13])=[C:6]([CH:16]=[CH2:17])[CH:5]=1.[O:18]([C:25]1[C:30]([CH:31]=[CH:32][C:33](O)=[O:34])=[CH:29][CH:28]=[C:27]([C:36]([F:39])([F:38])[F:37])[N:26]=1)[C:19]1[CH:24]=[CH:23][CH:22]=[CH:21][CH:20]=1, predict the reaction product. The product is: [C:16]([C:6]1[CH:5]=[C:4]([CH:9]=[C:8]([F:10])[C:7]=1[NH:11][S:12]([CH3:15])(=[O:14])=[O:13])[CH2:3][NH:2][C:33](=[O:34])[CH:32]=[CH:31][C:30]1[C:25]([O:18][C:19]2[CH:24]=[CH:23][CH:22]=[CH:21][CH:20]=2)=[N:26][C:27]([C:36]([F:37])([F:38])[F:39])=[CH:28][CH:29]=1)#[CH:17]. (2) Given the reactants [NH2:1][C:2]1[CH:24]=[CH:23][C:5]([O:6][C:7]2[C:16]3[C:11](=[CH:12][C:13]([O:19][CH3:20])=[C:14]([O:17][CH3:18])[CH:15]=3)[N:10]=[C:9]([NH:21][CH3:22])[CH:8]=2)=[C:4]([F:25])[CH:3]=1.COC1C=C2C(=CC=1OC)N=C(SC)C=C2OC1C=CC([N:49]([C:58]2[CH:63]=[CH:62][C:61]([F:64])=[CH:60][CH:59]=2)[C:50]([C:52]2([C:55](N)=[O:56])[CH2:54][CH2:53]2)=[O:51])=CC=1F, predict the reaction product. The product is: [F:25][C:4]1[CH:3]=[C:2]([NH:1][C:55]([C:52]2([C:50]([NH:49][C:58]3[CH:63]=[CH:62][C:61]([F:64])=[CH:60][CH:59]=3)=[O:51])[CH2:54][CH2:53]2)=[O:56])[CH:24]=[CH:23][C:5]=1[O:6][C:7]1[C:16]2[C:11](=[CH:12][C:13]([O:19][CH3:20])=[C:14]([O:17][CH3:18])[CH:15]=2)[N:10]=[C:9]([NH:21][CH3:22])[CH:8]=1.